This data is from Catalyst prediction with 721,799 reactions and 888 catalyst types from USPTO. The task is: Predict which catalyst facilitates the given reaction. (1) Reactant: Cl[C:2]1[N:7]=[CH:6][N:5]=[C:4]2[N:8]([CH3:11])[N:9]=[CH:10][C:3]=12.[NH2:12][C:13]1[CH:14]=[C:15]([NH:20][C:21](=[O:33])[C:22]2[CH:27]=[CH:26][C:25]([F:28])=[C:24]([C:29]([F:32])([F:31])[F:30])[CH:23]=2)[CH:16]=[CH:17][C:18]=1[CH3:19]. Product: [F:28][C:25]1[CH:26]=[CH:27][C:22]([C:21]([NH:20][C:15]2[CH:16]=[CH:17][C:18]([CH3:19])=[C:13]([NH:12][C:2]3[N:7]=[CH:6][N:5]=[C:4]4[N:8]([CH3:11])[N:9]=[CH:10][C:3]=34)[CH:14]=2)=[O:33])=[CH:23][C:24]=1[C:29]([F:30])([F:31])[F:32]. The catalyst class is: 107. (2) Product: [CH2:11]([O:10][C:8](=[O:9])[C:7]([C:5]#[N:6])=[N:1][OH:3])[CH3:12]. Reactant: [N:1]([O-:3])=O.[Na+].[C:5]([CH2:7][C:8]([O:10][CH2:11][CH3:12])=[O:9])#[N:6].P(=O)(O)(O)O.Cl. The catalyst class is: 6.